From a dataset of Forward reaction prediction with 1.9M reactions from USPTO patents (1976-2016). Predict the product of the given reaction. (1) The product is: [Cl:12][CH2:13][C:14]1[CH:15]=[CH:16][C:17]([O:20][CH3:21])=[N+:18]([O-:9])[CH:19]=1. Given the reactants ClC1C=CC=C(C(OO)=[O:9])C=1.[Cl:12][CH2:13][C:14]1[CH:15]=[CH:16][C:17]([O:20][CH3:21])=[N:18][CH:19]=1, predict the reaction product. (2) Given the reactants [O:1]1[C:5]2[CH:6]=[CH:7][CH:8]=[CH:9][C:4]=2[CH:3]=[C:2]1[C:10]([OH:12])=O.C(Cl)(=O)C(Cl)=O.[NH2:19][C:20]1[CH:25]=[CH:24][C:23]([C:26]2[CH:31]=[CH:30][C:29]([S:32]([OH:35])(=[O:34])=[O:33])=[CH:28][CH:27]=2)=[CH:22][CH:21]=1.C(N(CC)C(C)C)(C)C.Cl, predict the reaction product. The product is: [O:1]1[C:5]2[CH:6]=[CH:7][CH:8]=[CH:9][C:4]=2[CH:3]=[C:2]1[C:10]([NH:19][C:20]1[CH:25]=[CH:24][C:23]([C:26]2[CH:31]=[CH:30][C:29]([S:32]([OH:35])(=[O:33])=[O:34])=[CH:28][CH:27]=2)=[CH:22][CH:21]=1)=[O:12]. (3) Given the reactants O[CH2:2][CH2:3][CH2:4][C:5]1[CH:10]=[CH:9][C:8]([OH:11])=[CH:7][CH:6]=1.[BrH:12], predict the reaction product. The product is: [Br:12][CH2:2][CH2:3][CH2:4][C:5]1[CH:10]=[CH:9][C:8]([OH:11])=[CH:7][CH:6]=1. (4) The product is: [CH2:1]([O:3][C:4](=[O:9])[C:5](=[O:8])[CH:6]([Br:10])[CH3:7])[CH3:2]. Given the reactants [CH2:1]([O:3][C:4](=[O:9])[C:5](=[O:8])[CH2:6][CH3:7])[CH3:2].[Br:10]Br, predict the reaction product. (5) Given the reactants [CH:1]1[C:10]2[C:5](=[CH:6][CH:7]=[CH:8][CH:9]=2)[CH:4]=[CH:3][C:2]=1[CH2:11][O:12][CH:13]1[CH:18]([C:19]2[CH:24]=[CH:23][C:22]([O:25][CH2:26][CH2:27][CH2:28][O:29][CH2:30][C:31]3[CH:36]=[CH:35][CH:34]=[CH:33][C:32]=3[O:37]COCC[Si](C)(C)C)=[CH:21][CH:20]=2)[CH2:17][CH2:16][N:15]([C:46]([O-:48])=[O:47])[CH2:14]1.Cl.C(Cl)Cl, predict the reaction product. The product is: [OH:37][C:32]1[CH:33]=[CH:34][CH:35]=[CH:36][C:31]=1[CH2:30][O:29][CH2:28][CH2:27][CH2:26][O:25][C:22]1[CH:23]=[CH:24][C:19]([CH:18]2[CH2:17][CH2:16][N:15]([C:46]([O:48][C:2]([CH3:11])([CH3:3])[CH3:1])=[O:47])[CH2:14][CH:13]2[O:12][CH2:11][C:2]2[CH:3]=[CH:4][C:5]3[C:10](=[CH:9][CH:8]=[CH:7][CH:6]=3)[CH:1]=2)=[CH:20][CH:21]=1. (6) Given the reactants [CH2:1]([O:4][C:5]1[CH:14]=[C:13]2[C:8]([C:9](=[O:25])[CH:10]=[C:11]([C:15]3[CH:20]=[CH:19][C:18]([O:21][CH3:22])=[C:17]([O:23][CH3:24])[CH:16]=3)[O:12]2)=[C:7]([O:26][CH3:27])[CH:6]=1)[C:2]#C.[Cl-].[NH4+:29].[N-:30]=[N+:31]=[N-:32].[Na+], predict the reaction product. The product is: [NH:30]1[C:2]([CH2:1][O:4][C:5]2[CH:14]=[C:13]3[C:8]([C:9](=[O:25])[CH:10]=[C:11]([C:15]4[CH:20]=[CH:19][C:18]([O:21][CH3:22])=[C:17]([O:23][CH3:24])[CH:16]=4)[O:12]3)=[C:7]([O:26][CH3:27])[CH:6]=2)=[N:29][N:32]=[N:31]1.